This data is from Experimentally validated miRNA-target interactions with 360,000+ pairs, plus equal number of negative samples. The task is: Binary Classification. Given a miRNA mature sequence and a target amino acid sequence, predict their likelihood of interaction. (1) The miRNA is mmu-miR-34a-3p with sequence AAUCAGCAAGUAUACUGCCCU. The protein sequence of the target gene is MAASASAAAGEEDWVLPSEVEVLESIYLDELQVIKGNGRTSPWEIYITLHPATAEDQDSQYVCFTLVLQVPAEYPHEVPQISIRNPRGLSDEQIHTILQVLGHVAKAGLGTAMLYELIEKGKEILTDNNIPHGQCVICLYGFQEKEAFTKTPCYHYFHCHCLARYIQHMEQELKAQGQEQEQERQHATTKQKAVGVQCPVCREPLVYDLASLKAAPEPQQPMELYQPSAESLRQQEERKRLYQRQQERGGIIDLEAERNRYFISLQQPPAPAEPESAVDVSKGSQPPSTLAAELSTSPAV.... Result: 0 (no interaction). (2) The miRNA is hsa-miR-134-3p with sequence CCUGUGGGCCACCUAGUCACCAA. The protein sequence of the target gene is MASVIPASNRSMRSDRNTYVGKRFVHVKNPYLDLMDEDILYHLDLGTKTHNLPAMFGDVKFVCVGGSPNRMKAFALFMHKELGFEEAEEDIKDICAGTDRYCMYKTGPVLAISHGMGIPSISIMLHELIKLLHHARCCDVTIIRIGTSGGIGIAPGTVVITDIAVDSFFKPRFEQVILDNIVTRSTELDKELSEELFNCSKEIPNFPTLVGHTMCTYDFYEGQGRLDGALCSFSREKKLDYLKRAFKAGVRNIEMESTVFAAMCGLCGLKAAVVCVTLLDRLDCDQINLPHDVLVEYQQR.... Result: 1 (interaction). (3) The miRNA is hsa-miR-5004-5p with sequence UGAGGACAGGGCAAAUUCACGA. The protein sequence of the target gene is MQSFRERCGFHGKQQNYQQTSQETSRLENYRQPSQAGLSCDRQRLLAKDYYNPQPYPSYEGGAGTPSGTAAAVAADKYHRGSKALPTQQGLQGRPAFPGYGVQDSSPYPGRYAGEESLQAWGAPQPPPPQPQPLPAGVAKYDENLMKKTAVPPSRQYAEQGAQVPFRTHSLHVQQPPPPQQPLAYPKLQRQKLQNDIASPLPFPQGTHFPQHSQSFPTSSTYSSSVQGGGQGAHSYKSCTAPTAQPHDRPLTASSSLAPGQRVQNLHAYQSGRLSYDQQQQQQQQQQQQQQALQSRHHAQ.... Result: 1 (interaction). (4) The miRNA is mmu-miR-466b-3p with sequence AUACAUACACGCACACAUAAGA. The protein sequence of the target gene is MPKRELWPAGLCSEPVTHIGSCGDMMSTTSTRSGSSDSSYDFLSAEEKECLLFLEKTIGSLEAEADSGLSTDESEPATSPRSFRALPTATQQAPQGKPEATDIQQVPVPKRVAQPSCPPESHSLGLRAGSYSLPRNLHLGRSQNLRESATQANSPVSEASEVFLEEPEKGQTSQGAKAKTIQPPAPSQKGTLDLSTVLIPPPEAFQDIRPKESGEESPPKKPGEQTHTPQVHSLERSPHSQKKVEMSSETVSHKATEKGWTEGLQQPQQPPAQSSQPTKAEELSLPSGVKPSIQQTPLTA.... Result: 0 (no interaction). (5) The miRNA is mmu-miR-1896 with sequence CUCUCUGAUGGUGGGUGAGGAG. The protein sequence of the target gene is MGCCFTKRRKSEKAEGEEEQPKLYSWDQREKVDPKDYMFSGLKDETVGRLPGKVAGQQFVIQDCENCNIYIFDHSATITIDDCTNCVIFLGPVKGSVFFRNCRDCKCTLACQQFRVRDCRKLEVFLCCATQPIIESSTNIKFGCFQWYYPELAAQFKDAGLSIFNNIWSHVHDFTPVSGELNWSLLPENAVVQDYVPIPMTEEFKAVRISTEANRSIVPVSRGQRQKYSDESCLVVLFADDYTTANARKLIDEMVGKGFSLVQTKEMSMKTEDAQRVFQEKASDFLLLLNKGPVIALEFN.... Result: 1 (interaction). (6) The miRNA is hsa-miR-15b-5p with sequence UAGCAGCACAUCAUGGUUUACA. The protein sequence of the target gene is MPRERRERDAKERDTMKEDGGAEFSARSRKRKANVTVFLQDPDEEMAKIDRTARDQCGSQPWDNNAVCADPCSLIPTPDKEDDDRVYPNSTCKPRIIAPSRGSPLPVLSWANREEVWKIMLNKEKTYLRDQHFLEQHPLLQPKMRAILLDWLMEVCEVYKLHRETFYLAQDFFDRYMATQENVVKTLLQLIGISSLFIAAKLEEIYPPKLHQFAYVTDGACSGDEILTMELMIMKALKWRLSPLTIVSWLNVYMQVAYLNDLHEVLLPQYPQQIFIQIAELLDLCVLDVDCLEFPYGILA.... Result: 1 (interaction). (7) The miRNA is hsa-miR-4671-3p with sequence UUAGUGCAUAGUCUUUGGUCU. The protein sequence of the target gene is MEGASFGAGRAGAALDPVSFARRPQTLLRVASWVFSIAVFGPIVNEGYVNTDSGPELRCVFNGNAGACRFGVALGLGAFLACAAFLLLDVRFQQISSVRDRRRAVLLDLGFSGLWSFLWFVGFCFLTNQWQRTAPGPATTQAGDAARAAIAFSFFSILSWVALTVKALQRFRLGTDMSLFATEQLSTGASQAYPGYPVGSGVEGTETYQSPPFTETLDTSPKGYQVPAY. Result: 0 (no interaction).